Dataset: Catalyst prediction with 721,799 reactions and 888 catalyst types from USPTO. Task: Predict which catalyst facilitates the given reaction. (1) Reactant: [Cl:1][C:2]1[CH:3]=[C:4]([CH:26]=[CH:27][C:28]=1[O:29][CH3:30])[CH2:5][NH:6][C:7]1[C:12]([C:13]([NH:15][CH2:16][C:17]2[N:22]=[CH:21][CH:20]=[CH:19][N:18]=2)=[O:14])=[CH:11][N:10]=[C:9](S(C)=O)[N:8]=1.C[N:32]1[CH2:35][C:34]2([CH2:40][CH2:39][NH:38][CH2:37][CH2:36]2)[CH2:33]1.[CH2:41](N(CC)CC)C. Product: [Cl:1][C:2]1[CH:3]=[C:4]([CH:26]=[CH:27][C:28]=1[O:29][CH3:30])[CH2:5][NH:6][C:7]1[C:12]([C:13]([NH:15][CH2:16][C:17]2[N:22]=[CH:21][CH:20]=[CH:19][N:18]=2)=[O:14])=[CH:11][N:10]=[C:9]([N:32]2[CH2:33][C:34]3([CH2:36][CH2:37][N:38]([CH3:41])[CH2:39][CH2:40]3)[CH2:35]2)[N:8]=1. The catalyst class is: 1. (2) Product: [CH3:32][O:31][C:29]([N:13]1[CH2:12][CH:11]2[N:18]([S:19]([C:22]3[CH:27]=[CH:26][C:25]([Cl:28])=[CH:24][CH:23]=3)(=[O:21])=[O:20])[CH:15]([CH2:16][C:17]3[NH:7][N:8]=[CH:9][C:10]=32)[CH2:14]1)=[O:30]. The catalyst class is: 677. Reactant: [OH-].[Na+].COC([N:7]1[C:17]2[CH2:16][CH:15]3[N:18]([S:19]([C:22]4[CH:27]=[CH:26][C:25]([Cl:28])=[CH:24][CH:23]=4)(=[O:21])=[O:20])[CH:11]([CH2:12][N:13]([C:29]([O:31][CH3:32])=[O:30])[CH2:14]3)[C:10]=2[CH:9]=[N:8]1)=O.